This data is from Experimentally validated miRNA-target interactions with 360,000+ pairs, plus equal number of negative samples. The task is: Binary Classification. Given a miRNA mature sequence and a target amino acid sequence, predict their likelihood of interaction. The miRNA is hsa-miR-8067 with sequence CCUAGAAACUGUAAACUUAGUC. The protein sequence of the target gene is MAPRGFSCLLLSTSEIDLPVKRRA. Result: 1 (interaction).